Task: Predict the reaction yield, written as a fraction of the theoretical maximum amount of product (1.0 means a 100% yield; for example, 0.34 means a 34% yield).. Dataset: Reaction yield outcomes from USPTO patents with 853,638 reactions (1) The reactants are [OH-].[Na+].[Br:3][C:4]1[C:12]2[C:7](=[CH:8][CH:9]=[CH:10][CH:11]=2)[NH:6][C:5]=1[C:13]([O:15][CH2:16][CH3:17])=[O:14].[Cl:18][C:19]1[CH:20]=[C:21]([CH:24]=[CH:25][C:26]=1[Cl:27])[CH2:22]Br. The catalyst is S([O-])(O)(=O)=O.C([N+](CCCC)(CCCC)CCCC)CCC.ClCCl. The product is [Br:3][C:4]1[C:12]2[C:7](=[CH:8][CH:9]=[CH:10][CH:11]=2)[N:6]([CH2:22][C:21]2[CH:24]=[CH:25][C:26]([Cl:27])=[C:19]([Cl:18])[CH:20]=2)[C:5]=1[C:13]([O:15][CH2:16][CH3:17])=[O:14]. The yield is 0.730. (2) The reactants are [CH3:1][C:2]1[O:6][C:5]([CH2:7][C:8]([OH:10])=O)=[CH:4][CH:3]=1.CN(C)CCCN=C=NCC.ON1C2N=CC=CC=2N=N1.[F:32][C:33]1[CH:39]=[CH:38][C:36]([NH2:37])=[CH:35][CH:34]=1. The catalyst is CC#N.CN(C=O)C.CCOC(C)=O. The product is [F:32][C:33]1[CH:39]=[CH:38][C:36]([NH:37][C:8](=[O:10])[CH2:7][C:5]2[O:6][C:2]([CH3:1])=[CH:3][CH:4]=2)=[CH:35][CH:34]=1. The yield is 0.950. (3) The reactants are [H-].[Na+].[CH3:3]N(C=O)C.[F:8][C:9]1[CH:18]=[CH:17][C:16]([O:19][CH2:20][CH2:21][CH3:22])=[C:15]2[C:10]=1[C:11](=[O:43])[C:12]([C:35]1[CH:40]=[CH:39][C:38]([O:41][CH3:42])=[CH:37][CH:36]=1)=[CH:13][N:14]2[CH2:23][C:24]([NH:26][CH2:27][CH2:28][N:29]1[CH2:34][CH2:33][O:32][CH2:31][CH2:30]1)=[O:25].CI. The catalyst is C(OCC)(=O)C.O. The product is [F:8][C:9]1[CH:18]=[CH:17][C:16]([O:19][CH2:20][CH2:21][CH3:22])=[C:15]2[C:10]=1[C:11](=[O:43])[C:12]([C:35]1[CH:36]=[CH:37][C:38]([O:41][CH3:42])=[CH:39][CH:40]=1)=[CH:13][N:14]2[CH2:23][C:24]([N:26]([CH3:3])[CH2:27][CH2:28][N:29]1[CH2:34][CH2:33][O:32][CH2:31][CH2:30]1)=[O:25]. The yield is 0.740. (4) The reactants are [CH:1]1([CH2:6][C@H:7]([CH2:33][N:34]([CH:43]=[O:44])[O:35]CC2C=CC=CC=2)[C:8]([N:10]2[C@H:14]([C:15]([NH:17][C:18]3[NH:19][CH:20]=[CH:21][N:22]=3)=[O:16])[CH2:13][CH2:12][N:11]2C(OCC2C=CC=CC=2)=O)=[O:9])[CH2:5][CH2:4][CH2:3][CH2:2]1. The catalyst is CO.[OH-].[OH-].[Pd+2]. The product is [CH:1]1([CH2:6][C@H:7]([CH2:33][N:34]([CH:43]=[O:44])[OH:35])[C:8]([N:10]2[C@H:14]([C:15]([NH:17][C:18]3[NH:22][CH:21]=[CH:20][N:19]=3)=[O:16])[CH2:13][CH2:12][NH:11]2)=[O:9])[CH2:2][CH2:3][CH2:4][CH2:5]1. The yield is 0.920. (5) The reactants are C1(S([N:10]2[C:14]3=[N:15][CH:16]=[C:17]([C:19]4[CH:24]=[CH:23][CH:22]=[CH:21][C:20]=4[O:25][C:26]4[CH:31]=[CH:30][CH:29]=[CH:28][CH:27]=4)[CH:18]=[C:13]3[C:12]([C:32]3[CH:37]=[CH:36][CH:35]=[CH:34][CH:33]=3)=[CH:11]2)(=O)=O)C=CC=CC=1.[OH-].[Na+]. The catalyst is CCO. The product is [O:25]([C:20]1[CH:21]=[CH:22][CH:23]=[CH:24][C:19]=1[C:17]1[CH:18]=[C:13]2[C:12]([C:32]3[CH:33]=[CH:34][CH:35]=[CH:36][CH:37]=3)=[CH:11][NH:10][C:14]2=[N:15][CH:16]=1)[C:26]1[CH:27]=[CH:28][CH:29]=[CH:30][CH:31]=1. The yield is 0.650.